Dataset: NCI-60 drug combinations with 297,098 pairs across 59 cell lines. Task: Regression. Given two drug SMILES strings and cell line genomic features, predict the synergy score measuring deviation from expected non-interaction effect. (1) Drug 1: C1=NC2=C(N=C(N=C2N1C3C(C(C(O3)CO)O)O)F)N. Drug 2: C1CN(CCN1C(=O)CCBr)C(=O)CCBr. Cell line: ACHN. Synergy scores: CSS=56.6, Synergy_ZIP=-1.26, Synergy_Bliss=0.137, Synergy_Loewe=0.584, Synergy_HSA=1.98. (2) Drug 1: C1=CN(C(=O)N=C1N)C2C(C(C(O2)CO)O)O.Cl. Drug 2: CNC(=O)C1=NC=CC(=C1)OC2=CC=C(C=C2)NC(=O)NC3=CC(=C(C=C3)Cl)C(F)(F)F. Cell line: SK-OV-3. Synergy scores: CSS=12.3, Synergy_ZIP=-8.31, Synergy_Bliss=-2.91, Synergy_Loewe=-19.3, Synergy_HSA=-2.56.